This data is from Full USPTO retrosynthesis dataset with 1.9M reactions from patents (1976-2016). The task is: Predict the reactants needed to synthesize the given product. (1) Given the product [CH3:8][C:4]1[CH:5]=[CH:6][CH:7]=[C:2]([CH3:1])[C:3]=1[C:9]1[CH:14]=[CH:13][CH:12]=[C:11]([CH:15]2[CH2:24][CH2:23][C:22]3[C:17](=[CH:18][C:19]4[O:27][CH2:26][C@@H:25]([CH2:28][C:29]([OH:31])=[O:30])[C:20]=4[CH:21]=3)[O:16]2)[CH:10]=1, predict the reactants needed to synthesize it. The reactants are: [CH3:1][C:2]1[CH:7]=[CH:6][CH:5]=[C:4]([CH3:8])[C:3]=1[C:9]1[CH:14]=[CH:13][CH:12]=[C:11]([CH:15]2[CH2:24][CH2:23][C:22]3[C:17](=[CH:18][C:19]4[O:27][CH2:26][C@@H:25]([CH2:28][C:29]([O:31]C)=[O:30])[C:20]=4[CH:21]=3)[O:16]2)[CH:10]=1.[Li+].[OH-].Cl. (2) The reactants are: [Cl:1][C:2]1[CH:3]=[C:4]([C:9]2[N:14]=[C:13]([CH2:15][CH:16]([CH3:18])[CH3:17])[N:12]=[C:11]([S:19][CH2:20][C:21]([NH2:23])=[O:22])[C:10]=2[C:24]#[N:25])[CH:5]=[CH:6][C:7]=1[Cl:8]. Given the product [NH2:25][C:24]1[C:10]2[C:9]([C:4]3[CH:5]=[CH:6][C:7]([Cl:8])=[C:2]([Cl:1])[CH:3]=3)=[N:14][C:13]([CH2:15][CH:16]([CH3:18])[CH3:17])=[N:12][C:11]=2[S:19][C:20]=1[C:21]([NH2:23])=[O:22], predict the reactants needed to synthesize it.